This data is from Full USPTO retrosynthesis dataset with 1.9M reactions from patents (1976-2016). The task is: Predict the reactants needed to synthesize the given product. (1) The reactants are: [C:1]([C:3]1[CH:50]=[CH:49][C:6]2[N:7](COCC[Si](C)(C)C)[C:8]([C:10]([C:22]3[C:30]([O:31][CH3:32])=[CH:29][C:28]([CH3:33])=[C:27]4[C:23]=3[CH:24]=[CH:25][N:26]4[C:34]([O:36][C:37]([CH3:40])([CH3:39])[CH3:38])=[O:35])([NH:15]S(C(C)(C)C)=O)[C:11]([F:14])([F:13])[F:12])=[N:9][C:5]=2[CH:4]=1)#[N:2].C(C1C=CC2N=C(C(C3C(OC)=CC(C)=C4C=3C=CN4C(OC(C)(C)C)=O)(NS(C(C)(C)C)=O)C(F)(F)F)N(COCC[Si](C)(C)C)C=2C=1)#N.Cl.[NH4+].[OH-]. Given the product [NH2:15][C:10]([C:22]1[C:30]([O:31][CH3:32])=[CH:29][C:28]([CH3:33])=[C:27]2[C:23]=1[CH:24]=[CH:25][N:26]2[C:34]([O:36][C:37]([CH3:40])([CH3:39])[CH3:38])=[O:35])([C:8]1[NH:7][C:6]2[CH:49]=[CH:50][C:3]([C:1]#[N:2])=[CH:4][C:5]=2[N:9]=1)[C:11]([F:14])([F:13])[F:12], predict the reactants needed to synthesize it. (2) Given the product [C:1]([O:5][C:6]([N:8]1[CH2:12][CH2:11][CH:10]([N:13]([CH2:14][C:15](=[O:17])[NH2:16])[CH2:23][C:22]2[CH:25]=[CH:26][C:19]([Cl:18])=[CH:20][CH:21]=2)[CH2:9]1)=[O:7])([CH3:4])([CH3:2])[CH3:3], predict the reactants needed to synthesize it. The reactants are: [C:1]([O:5][C:6]([N:8]1[CH2:12][CH2:11][CH:10]([NH:13][CH2:14][C:15](=[O:17])[NH2:16])[CH2:9]1)=[O:7])([CH3:4])([CH3:3])[CH3:2].[Cl:18][C:19]1[CH:26]=[CH:25][C:22]([CH:23]=O)=[CH:21][CH:20]=1.C(O[BH-](OC(=O)C)OC(=O)C)(=O)C.[Na+].C(O)(=O)C.